From a dataset of Forward reaction prediction with 1.9M reactions from USPTO patents (1976-2016). Predict the product of the given reaction. (1) Given the reactants [CH2:1]([O:3][C:4](=[O:19])[CH2:5][CH2:6][CH2:7][CH2:8][CH2:9][CH2:10][N:11]([CH2:16][CH:17]=[CH2:18])[S:12]([CH3:15])(=[O:14])=[O:13])[CH3:2].C([O:23][C:24]1[CH:29]=[CH:28][CH:27]=[C:26](I)[CH:25]=1)(=O)C.C(N(CC)CC)C.S([O-])([O-])(=O)=S.[Na+].[Na+], predict the reaction product. The product is: [CH2:1]([O:3][C:4](=[O:19])[CH2:5][CH2:6][CH2:7][CH2:8][CH2:9][CH2:10][N:11]([CH2:16]/[CH:17]=[CH:18]/[C:26]1[CH:27]=[CH:28][CH:29]=[C:24]([OH:23])[CH:25]=1)[S:12]([CH3:15])(=[O:13])=[O:14])[CH3:2]. (2) Given the reactants [Cl:1][C:2]1[N:7]=[C:6](Cl)[C:5]([NH:9][CH2:10][C:11]([CH3:20])([O:13][CH:14]2[CH2:19][CH2:18][CH2:17][CH2:16][O:15]2)[CH3:12])=[CH:4][N:3]=1.Cl.[NH:22]1[CH2:27][CH2:26][O:25][CH2:24][CH:23]1[C:28](O)=[O:29].C(N(C(C)C)CC)(C)C.O, predict the reaction product. The product is: [Cl:1][C:2]1[N:3]=[CH:4][C:5]2[N:9]([CH2:10][C:11]([CH3:20])([O:13][CH:14]3[CH2:19][CH2:18][CH2:17][CH2:16][O:15]3)[CH3:12])[C:28](=[O:29])[CH:23]3[CH2:24][O:25][CH2:26][CH2:27][N:22]3[C:6]=2[N:7]=1. (3) Given the reactants [N+:1]([C:4]1[CH:5]=[C:6]2[C:10](=[CH:11][CH:12]=1)[NH:9][CH2:8][CH2:7]2)([O-:3])=[O:2].[N:13]1([CH2:18][C:19](O)=[O:20])[CH:17]=[CH:16][CH:15]=[N:14]1.F[P-](F)(F)(F)(F)F.N1(O[P+](N2CCCC2)(N2CCCC2)N2CCCC2)C2C=CC=CC=2N=N1.C(N(C(C)C)CC)(C)C, predict the reaction product. The product is: [N+:1]([C:4]1[CH:5]=[C:6]2[C:10](=[CH:11][CH:12]=1)[N:9]([C:19](=[O:20])[CH2:18][N:13]1[CH:17]=[CH:16][CH:15]=[N:14]1)[CH2:8][CH2:7]2)([O-:3])=[O:2].